Dataset: Catalyst prediction with 721,799 reactions and 888 catalyst types from USPTO. Task: Predict which catalyst facilitates the given reaction. (1) Reactant: [CH:1]([NH:4][CH:5]([CH3:7])[CH3:6])([CH3:3])[CH3:2].[Li:8]CCCC.[Li+].CC([N-]C(C)C)C.[CH2:21]([N:28]1[CH2:34][CH2:33][CH2:32][CH2:31][CH2:30][C:29]1=[O:35])[C:22]1[CH:27]=[CH:26][CH:25]=[CH:24][CH:23]=1.[C:36](=O)([O:39]C)[O:37][CH3:38].Cl. Product: [Li+:8].[CH3:2][CH:1]([N-:4][CH:5]([CH3:7])[CH3:6])[CH3:3].[CH3:38][O:37][C:36]([CH:30]1[CH2:31][CH2:32][CH2:33][CH2:34][N:28]([CH2:21][C:22]2[CH:27]=[CH:26][CH:25]=[CH:24][CH:23]=2)[C:29]1=[O:35])=[O:39]. The catalyst class is: 332. (2) Reactant: [Cl:1][C:2]1[CH:3]=[C:4]([CH:8]=[C:9]([C:11]#[N:12])[CH:10]=1)[C:5]([O-])=[O:6].C(O)C.[BH4-].[Li+]. Product: [Cl:1][C:2]1[CH:10]=[C:9]([CH:8]=[C:4]([CH2:5][OH:6])[CH:3]=1)[C:11]#[N:12]. The catalyst class is: 7.